From a dataset of Reaction yield outcomes from USPTO patents with 853,638 reactions. Predict the reaction yield, written as a fraction of the theoretical maximum amount of product (1.0 means a 100% yield; for example, 0.34 means a 34% yield). (1) The product is [CH2:30]([O:37][C:38]1[CH:39]=[CH:40][C:41]([C@@H:44]2[CH2:46][C@H:45]2[NH:47][CH2:1][C:3]2[O:7][C:6]([NH:8][C:9](=[O:15])[O:10][C:11]([CH3:12])([CH3:13])[CH3:14])=[N:5][N:4]=2)=[CH:42][CH:43]=1)[C:31]1[CH:32]=[CH:33][CH:34]=[CH:35][CH:36]=1. The reactants are [CH:1]([C:3]1[O:7][C:6]([NH:8][C:9](=[O:15])[O:10][C:11]([CH3:14])([CH3:13])[CH3:12])=[N:5][N:4]=1)=O.[B-](OC(C)=O)(OC(C)=O)OC(C)=O.[Na+].[CH2:30]([O:37][C:38]1[CH:43]=[CH:42][C:41]([C@@H:44]2[CH2:46][C@H:45]2[NH2:47])=[CH:40][CH:39]=1)[C:31]1[CH:36]=[CH:35][CH:34]=[CH:33][CH:32]=1.[BH4-].[Na+]. The yield is 0.153. The catalyst is ClC(Cl)C. (2) The reactants are [OH:1][N:2]1[C:6](=[O:7])[C:5]2=[CH:8][CH:9]=[CH:10][CH:11]=[C:4]2[C:3]1=[O:12].[Br:13][CH2:14][CH2:15][CH2:16][CH2:17][CH2:18][CH2:19]Br.C(N(CC)CC)C. The catalyst is CN(C=O)C. The product is [Br:13][CH2:14][CH2:15][CH2:16][CH2:17][CH2:18][CH2:19][O:1][N:2]1[C:3](=[O:12])[CH:4]2[CH:5]([CH:8]=[CH:9][CH:10]=[CH:11]2)[C:6]1=[O:7]. The yield is 0.380. (3) The reactants are CN(C)C(N(C)C)=N.[C:9]1([C@:15]23[CH2:23][NH:22][CH2:21][C@H:20]2[CH2:19][S:18][C:17]([NH:24][C:25](=[O:32])[C:26]2[CH:31]=[CH:30][CH:29]=[CH:28][CH:27]=2)=[N:16]3)[CH:14]=[CH:13][CH:12]=[CH:11][CH:10]=1.[F:33][C:34]1[CH:35]=[N:36][C:37](Cl)=[N:38][CH:39]=1.O. The catalyst is CS(C)=O. The product is [F:33][C:34]1[CH:35]=[N:36][C:37]([N:22]2[CH2:21][C@@H:20]3[C@@:15]([C:9]4[CH:10]=[CH:11][CH:12]=[CH:13][CH:14]=4)([N:16]=[C:17]([NH:24][C:25](=[O:32])[C:26]4[CH:27]=[CH:28][CH:29]=[CH:30][CH:31]=4)[S:18][CH2:19]3)[CH2:23]2)=[N:38][CH:39]=1. The yield is 0.990.